The task is: Regression. Given a peptide amino acid sequence and an MHC pseudo amino acid sequence, predict their binding affinity value. This is MHC class I binding data.. This data is from Peptide-MHC class I binding affinity with 185,985 pairs from IEDB/IMGT. The peptide sequence is RRSLLAHVR. The MHC is HLA-B15:17 with pseudo-sequence HLA-B15:17. The binding affinity (normalized) is 0.0847.